This data is from Reaction yield outcomes from USPTO patents with 853,638 reactions. The task is: Predict the reaction yield, written as a fraction of the theoretical maximum amount of product (1.0 means a 100% yield; for example, 0.34 means a 34% yield). (1) The reactants are [CH3:1][O:2][C:3](=[O:10])[C:4]1[CH2:5][CH2:6][CH2:7][CH2:8][CH:9]=1.[C:11](=[O:14])([O-])[O-].[K+].[K+].C(Br)[C:18]1[CH:23]=[CH:22][CH:21]=[CH:20][CH:19]=1.CC(C)=[O:27]. No catalyst specified. The product is [CH3:1][O:2][C:3](=[O:10])[C:4]1[CH:5]=[C:6]([OH:27])[CH:7]=[C:8]([O:14][CH2:11][C:18]2[CH:23]=[CH:22][CH:21]=[CH:20][CH:19]=2)[CH:9]=1. The yield is 0.400. (2) The reactants are [Cl:1]/[CH:2]=[CH:3]\Cl.[C:5]([Si:9]([CH3:20])([CH3:19])[O:10][CH2:11][CH2:12][CH2:13][CH2:14][CH2:15][CH2:16]C=C)([CH3:8])([CH3:7])[CH3:6]. The catalyst is C1C=CC=CC=1. The product is [C:5]([Si:9]([O:10][CH2:11][CH2:12][CH2:13][CH2:14][CH2:15][CH2:16]/[CH:3]=[CH:2]\[Cl:1])([CH3:19])[CH3:20])([CH3:7])([CH3:8])[CH3:6]. The yield is 0.800.